From a dataset of Full USPTO retrosynthesis dataset with 1.9M reactions from patents (1976-2016). Predict the reactants needed to synthesize the given product. (1) Given the product [Br:1][C:2]1[CH:3]=[CH:4][C:5]([CH:8]([N:10]([CH2:23][C:19]2[CH:18]=[N:17][CH:22]=[CH:21][CH:20]=2)[S:11]([CH2:14][CH3:15])(=[O:13])=[O:12])[CH3:9])=[CH:6][CH:7]=1, predict the reactants needed to synthesize it. The reactants are: [Br:1][C:2]1[CH:7]=[CH:6][C:5]([CH:8]([NH:10][S:11]([CH2:14][CH3:15])(=[O:13])=[O:12])[CH3:9])=[CH:4][CH:3]=1.Cl.[N:17]1[CH:22]=[CH:21][CH:20]=[C:19]([CH2:23]Cl)[CH:18]=1.C(=O)([O-])[O-].[K+].[K+]. (2) Given the product [C:8]([O:16][CH2:5][CH:4]=[C:3]([CH3:7])[CH2:2][Br:1])(=[O:15])[C:9]1[CH:14]=[CH:13][CH:12]=[CH:11][CH:10]=1, predict the reactants needed to synthesize it. The reactants are: [Br:1][CH2:2][C:3]([CH3:7])=[CH:4][CH2:5]Br.[C:8]([O-:16])(=[O:15])[C:9]1[CH:14]=[CH:13][CH:12]=[CH:11][CH:10]=1.[Na+].O. (3) Given the product [Br:3][CH:12]([C:9]1[CH:8]=[CH:7][C:6]([F:5])=[N:11][CH:10]=1)[CH3:13], predict the reactants needed to synthesize it. The reactants are: S(Br)([Br:3])=O.[F:5][C:6]1[N:11]=[CH:10][C:9]([CH:12](O)[CH3:13])=[CH:8][CH:7]=1.CC(OO)=O.